Dataset: Forward reaction prediction with 1.9M reactions from USPTO patents (1976-2016). Task: Predict the product of the given reaction. Given the reactants C([NH:4][C:5]1[N:10]=[C:9]([C:11]2[O:15][N:14]=[C:13]([C:16]3[CH:21]=[CH:20][C:19]([S:22]([NH:25][C:26]4[CH:27]=[C:28]([NH:32][C:33]([C:35]5([CH3:38])[CH2:37][CH2:36]5)=[O:34])[CH:29]=[CH:30][CH:31]=4)(=[O:24])=[O:23])=[CH:18][CH:17]=3)[N:12]=2)[CH:8]=[CH:7][CH:6]=1)(=O)C.[OH-].[Na+].Cl, predict the reaction product. The product is: [NH2:4][C:5]1[N:10]=[C:9]([C:11]2[O:15][N:14]=[C:13]([C:16]3[CH:21]=[CH:20][C:19]([S:22]([NH:25][C:26]4[CH:27]=[C:28]([NH:32][C:33]([C:35]5([CH3:38])[CH2:36][CH2:37]5)=[O:34])[CH:29]=[CH:30][CH:31]=4)(=[O:24])=[O:23])=[CH:18][CH:17]=3)[N:12]=2)[CH:8]=[CH:7][CH:6]=1.